From a dataset of Reaction yield outcomes from USPTO patents with 853,638 reactions. Predict the reaction yield, written as a fraction of the theoretical maximum amount of product (1.0 means a 100% yield; for example, 0.34 means a 34% yield). (1) The reactants are NC1C=C([C:10]([C:14]2[CH:19]=[CH:18][C:17]([O:20][CH3:21])=[C:16]([O:22][CH3:23])[CH:15]=2)=[CH:11][C:12]#[N:13])C=CC=1OC.[CH3:24][O:25][C:26]1[CH:27]=[C:28](C(C2C=CC(OC)=C(OC)C=2)=O)[CH:29]=[CH:30][C:31]=1[N+:32]([O-:34])=[O:33].C[Si]([N-][Si](C)(C)C)(C)C.[Li+]. No catalyst specified. The product is [CH3:24][O:25][C:26]1[CH:27]=[C:28]([C:10]([C:14]2[CH:19]=[CH:18][C:17]([O:20][CH3:21])=[C:16]([O:22][CH3:23])[CH:15]=2)=[CH:11][C:12]#[N:13])[CH:29]=[CH:30][C:31]=1[N+:32]([O-:34])=[O:33]. The yield is 0.910. (2) The reactants are [CH2:1]([N:4]([C:38]1[S:39][CH:40]=[CH:41][N:42]=1)[S:5]([C:8]1[CH:13]=[CH:12][C:11]([N:14]2[CH2:18][CH2:17][C@@H:16]([O:19][Si](C(C)(C)C)(C3C=CC=CC=3)C3C=CC=CC=3)[C:15]2=[O:37])=[CH:10][CH:9]=1)(=[O:7])=[O:6])[CH:2]=[CH2:3].C1COCC1.[F-].C([N+](CCCC)(CCCC)CCCC)CCC. The product is [CH2:1]([N:4]([C:38]1[S:39][CH:40]=[CH:41][N:42]=1)[S:5]([C:8]1[CH:9]=[CH:10][C:11]([N:14]2[CH2:18][CH2:17][C@@H:16]([OH:19])[C:15]2=[O:37])=[CH:12][CH:13]=1)(=[O:7])=[O:6])[CH:2]=[CH2:3]. The catalyst is O. The yield is 0.820.